This data is from Forward reaction prediction with 1.9M reactions from USPTO patents (1976-2016). The task is: Predict the product of the given reaction. (1) Given the reactants [C:1]([C:3]1[CH:4]=[CH:5][C:6]([C@@H:12]2[C:17]([C:18]#[N:19])=[C:16]([CH3:20])[N:15]([C:21]3[CH:26]=[CH:25][CH:24]=[C:23]([C:27]([F:30])([F:29])[F:28])[CH:22]=3)[C:14](=[O:31])[N:13]2[CH3:32])=[C:7]([S:9]([O-:11])=[O:10])[CH:8]=1)#[N:2].[Na+].Br[CH:35]1[CH2:38][CH2:37][CH2:36]1, predict the reaction product. The product is: [CH:35]1([S:9]([C:7]2[CH:8]=[C:3]([C:1]#[N:2])[CH:4]=[CH:5][C:6]=2[C@@H:12]2[C:17]([C:18]#[N:19])=[C:16]([CH3:20])[N:15]([C:21]3[CH:26]=[CH:25][CH:24]=[C:23]([C:27]([F:29])([F:30])[F:28])[CH:22]=3)[C:14](=[O:31])[N:13]2[CH3:32])(=[O:11])=[O:10])[CH2:38][CH2:37][CH2:36]1. (2) Given the reactants C([O:3][C:4]([C:6]1[NH:7][C:8]([CH:12]=[C:13]2[C:21]3[C:16](=[CH:17][CH:18]=[CH:19][CH:20]=3)[NH:15][C:14]2=[O:22])=[C:9]([CH3:11])[CH:10]=1)=[O:5])C.[Li+].[OH-].Cl, predict the reaction product. The product is: [CH3:11][C:9]1[CH:10]=[C:6]([C:4]([OH:5])=[O:3])[NH:7][C:8]=1[CH:12]=[C:13]1[C:21]2[C:16](=[CH:17][CH:18]=[CH:19][CH:20]=2)[NH:15][C:14]1=[O:22]. (3) Given the reactants [CH3:1][O:2][CH2:3][CH2:4][NH2:5].[H-].[Na+].[NH2:8][C:9]1[C:18]2[C:13](=[C:14](F)[C:15]([N:19]3[C:27]4[CH2:26][C:25]([CH3:29])([CH3:28])[CH2:24][C:23](=[O:30])[C:22]=4[C:21]([CH3:31])=[CH:20]3)=[CH:16][CH:17]=2)[N:12]=[CH:11][N:10]=1, predict the reaction product. The product is: [NH2:8][C:9]1[C:18]2[C:13](=[C:14]([NH:5][CH2:4][CH2:3][O:2][CH3:1])[C:15]([N:19]3[C:27]4[CH2:26][C:25]([CH3:28])([CH3:29])[CH2:24][C:23](=[O:30])[C:22]=4[C:21]([CH3:31])=[CH:20]3)=[CH:16][CH:17]=2)[N:12]=[CH:11][N:10]=1. (4) Given the reactants [CH3:1][C:2]([C:5]1[C:10]([C:11]2[CH:16]=[C:15]([O:17][CH3:18])[CH:14]=[CH:13][C:12]=2[F:19])=[CH:9][C:8]([CH2:20][O:21][C:22]2[CH:27]=[CH:26][C:25]([C@@H:28](/[CH:35]=[CH:36]/[CH3:37])[CH2:29][C:30]([O:32]CC)=[O:31])=[CH:24][CH:23]=2)=[CH:7][CH:6]=1)([CH3:4])[CH3:3].[OH-].[Li+], predict the reaction product. The product is: [CH3:4][C:2]([C:5]1[C:10]([C:11]2[CH:16]=[C:15]([O:17][CH3:18])[CH:14]=[CH:13][C:12]=2[F:19])=[CH:9][C:8]([CH2:20][O:21][C:22]2[CH:23]=[CH:24][C:25]([C@@H:28](/[CH:35]=[CH:36]/[CH3:37])[CH2:29][C:30]([OH:32])=[O:31])=[CH:26][CH:27]=2)=[CH:7][CH:6]=1)([CH3:1])[CH3:3].